Dataset: Reaction yield outcomes from USPTO patents with 853,638 reactions. Task: Predict the reaction yield, written as a fraction of the theoretical maximum amount of product (1.0 means a 100% yield; for example, 0.34 means a 34% yield). (1) The reactants are [CH3:1][C:2]1([CH3:20])[CH:7]=[C:6]([CH3:8])[C:5]([CH3:10])([CH3:9])[C:4](=[CH2:11])/[C:3]/1=[C:12](/[O:15][Si](C)(C)C)\[CH:13]=[CH2:14].C(O)(=O)C(O)=O. The catalyst is C1(C)C=CC=CC=1.C1COCC1.O. The product is [CH3:9][C:5]1([CH3:10])[C:6]([CH3:8])=[CH:7][C:2]([CH3:20])([CH3:1])[C:3]2[C:12](=[O:15])[CH2:13][CH2:14][CH2:11][C:4]1=2. The yield is 0.620. (2) The catalyst is CN(C=O)C.CCOCC. The yield is 0.790. The reactants are [O:1]([C:8]1[CH:13]=[C:12]([C:14]([F:17])([F:16])[F:15])[CH:11]=[CH:10][C:9]=1[OH:18])[C:2]1[CH:7]=[CH:6][CH:5]=[CH:4][CH:3]=1.[OH:19][C@@H:20]([CH3:34])[CH2:21][CH2:22]OS(C1C=CC(C)=CC=1)(=O)=O.C([O-])([O-])=O.[Cs+].[Cs+]. The product is [O:1]([C:8]1[CH:13]=[C:12]([C:14]([F:15])([F:16])[F:17])[CH:11]=[CH:10][C:9]=1[O:18][CH2:22][CH2:21][C@@H:20]([OH:19])[CH3:34])[C:2]1[CH:3]=[CH:4][CH:5]=[CH:6][CH:7]=1. (3) The reactants are [Cl:1][C:2]1[CH:30]=[CH:29][C:5]([O:6][C:7]2[CH:12]=[CH:11][C:10]([N:13]3[C@@H:17]([C:18]4[CH:23]=[CH:22][CH:21]=[C:20]([C:24]([F:27])([F:26])[F:25])[CH:19]=4)[CH2:16][NH:15][C:14]3=[O:28])=[CH:9][CH:8]=2)=[CH:4][CH:3]=1.[H-].[Na+].[CH:33]([S:35]([CH3:38])(=[O:37])=[O:36])=[CH2:34].[NH4+].[Cl-]. The catalyst is CN(C=O)C. The yield is 0.630. The product is [Cl:1][C:2]1[CH:3]=[CH:4][C:5]([O:6][C:7]2[CH:8]=[CH:9][C:10]([N:13]3[C@@H:17]([C:18]4[CH:23]=[CH:22][CH:21]=[C:20]([C:24]([F:26])([F:25])[F:27])[CH:19]=4)[CH2:16][N:15]([CH2:34][CH2:33][S:35]([CH3:38])(=[O:37])=[O:36])[C:14]3=[O:28])=[CH:11][CH:12]=2)=[CH:29][CH:30]=1.[Cl:1][C:2]1[CH:3]=[CH:4][C:5]([O:6][C:7]2[CH:8]=[CH:9][C:10]([N:13]3[C@@H:17]([C:18]4[CH:23]=[CH:22][CH:21]=[C:20]([C:24]([F:25])([F:27])[F:26])[CH:19]=4)[CH2:16][NH:15][C:14]3=[O:28])=[CH:11][CH:12]=2)=[CH:29][CH:30]=1. (4) The reactants are [I:1][C:2]1[C:10]2[C:5](=[N:6][CH:7]=[C:8]([N+:11]([O-:13])=[O:12])[CH:9]=2)[NH:4][N:3]=1.C(=O)([O-])[O-].[Cs+].[Cs+].[CH3:20][O:21][C:22]1[CH:29]=[CH:28][C:25]([CH2:26]Cl)=[CH:24][CH:23]=1.O. The catalyst is CN(C=O)C. The product is [I:1][C:2]1[C:10]2[C:5](=[N:6][CH:7]=[C:8]([N+:11]([O-:13])=[O:12])[CH:9]=2)[N:4]([CH2:26][C:25]2[CH:28]=[CH:29][C:22]([O:21][CH3:20])=[CH:23][CH:24]=2)[N:3]=1. The yield is 0.710. (5) The yield is 0.900. The product is [NH2:1][C:2]1[CH:7]=[CH:6][CH:5]=[CH:4][C:3]=1[NH:8][C:9](=[O:28])[C:10]1[CH:15]=[CH:14][C:13]([CH2:16][N:17]2[CH2:25][C:24]3[C:19](=[CH:20][CH:21]=[CH:22][C:23]=3[C:34]3[CH:35]=[CH:36][C:31]([O:30][CH3:29])=[CH:32][CH:33]=3)[C:18]2=[O:27])=[CH:12][CH:11]=1. No catalyst specified. The reactants are [NH2:1][C:2]1[CH:7]=[CH:6][CH:5]=[CH:4][C:3]=1[NH:8][C:9](=[O:28])[C:10]1[CH:15]=[CH:14][C:13]([CH2:16][N:17]2[CH2:25][C:24]3[C:19](=[CH:20][CH:21]=[CH:22][C:23]=3Br)[C:18]2=[O:27])=[CH:12][CH:11]=1.[CH3:29][O:30][C:31]1[CH:36]=[CH:35][C:34](B(O)O)=[CH:33][CH:32]=1. (6) The reactants are [NH2:1][C:2]1[CH:3]=[C:4]([CH:9]=[CH:10][C:11]=1[CH2:12][O:13][Si:14]([C:17]([CH3:20])([CH3:19])[CH3:18])([CH3:16])[CH3:15])[C:5]([O:7][CH3:8])=[O:6].[CH:21](OCC)=[O:22]. No catalyst specified. The product is [Si:14]([O:13][CH2:12][C:11]1[CH:10]=[CH:9][C:4]([C:5]([O:7][CH3:8])=[O:6])=[CH:3][C:2]=1[NH:1][CH:21]=[O:22])([C:17]([CH3:20])([CH3:19])[CH3:18])([CH3:16])[CH3:15]. The yield is 0.780. (7) The reactants are [CH2:1]([O:3][C:4](=[O:22])[CH2:5][NH:6][CH2:7][CH2:8][NH:9][S:10]([C:13]1[S:14][C:15]2[CH:21]=[CH:20][CH:19]=[CH:18][C:16]=2[N:17]=1)(=[O:12])=[O:11])[CH3:2].[CH:23]([O:36][C:37]([NH:39][C:40]1[N:48]=[CH:47][N:46]=[C:45]2[C:41]=1[N:42]=[CH:43][N:44]2[CH2:49][C:50](O)=[O:51])=[O:38])([C:30]1[CH:35]=[CH:34][CH:33]=[CH:32][CH:31]=1)[C:24]1[CH:29]=[CH:28][CH:27]=[CH:26][CH:25]=1. No catalyst specified. The product is [CH2:1]([O:3][C:4](=[O:22])[CH2:5][N:6]([CH2:7][CH2:8][NH:9][S:10]([C:13]1[S:14][C:15]2[CH:21]=[CH:20][CH:19]=[CH:18][C:16]=2[N:17]=1)(=[O:12])=[O:11])[C:50](=[O:51])[CH2:49][N:44]1[CH:43]=[N:42][C:41]2[C:45]1=[N:46][CH:47]=[N:48][C:40]=2[NH:39][C:37]([O:36][CH:23]([C:30]1[CH:35]=[CH:34][CH:33]=[CH:32][CH:31]=1)[C:24]1[CH:29]=[CH:28][CH:27]=[CH:26][CH:25]=1)=[O:38])[CH3:2]. The yield is 0.800.